This data is from Forward reaction prediction with 1.9M reactions from USPTO patents (1976-2016). The task is: Predict the product of the given reaction. (1) Given the reactants [C:1]([O:5][C:6](=[O:20])[NH:7][C:8]1[CH:13]=[C:12]([Cl:14])[C:11]([C:15]([F:18])([F:17])[F:16])=[CH:10][C:9]=1[NH2:19])([CH3:4])([CH3:3])[CH3:2].C([O:25][C:26](=O)[CH2:27][C:28]([C:30]1[CH:35]=[CH:34][CH:33]=[C:32]([C:36]2[C:41]([CH3:42])=[CH:40][N:39]=[C:38]([CH3:43])[CH:37]=2)[CH:31]=1)=[O:29])(C)(C)C, predict the reaction product. The product is: [C:1]([O:5][C:6](=[O:20])[NH:7][C:8]1[CH:13]=[C:12]([Cl:14])[C:11]([C:15]([F:17])([F:18])[F:16])=[CH:10][C:9]=1[NH:19][C:26](=[O:25])[CH2:27][C:28]([C:30]1[CH:35]=[CH:34][CH:33]=[C:32]([C:36]2[C:41]([CH3:42])=[CH:40][N:39]=[C:38]([CH3:43])[CH:37]=2)[CH:31]=1)=[O:29])([CH3:4])([CH3:2])[CH3:3]. (2) The product is: [CH:45]1([C:43]([C:30]2[C:31]([C:33]([O:35][CH2:36][CH3:37])=[O:34])=[CH:32][N:28]([CH2:27][C:26]3[CH:25]=[CH:24][C:23]([O:22][CH3:21])=[CH:39][CH:38]=3)[N:29]=2)=[O:44])[CH2:47][CH2:46]1. Given the reactants C([Li])CCC.C(NC(C)C)(C)C.[Li+].CC([N-]C(C)C)C.[CH3:21][O:22][C:23]1[CH:39]=[CH:38][C:26]([CH2:27][N:28]2[CH:32]=[C:31]([C:33]([O:35][CH2:36][CH3:37])=[O:34])[CH:30]=[N:29]2)=[CH:25][CH:24]=1.CON(C)[C:43]([CH:45]1[CH2:47][CH2:46]1)=[O:44], predict the reaction product. (3) Given the reactants [Br:1][C:2]1[CH:7]=[CH:6][C:5]([C:8]2[C:12]3[CH:13]=[CH:14][C:15](OS(C(F)(F)F)(=O)=O)=[CH:16][C:11]=3[S:10][N:9]=2)=[CH:4][CH:3]=1.C1(C)C=CC=CC=1.[CH2:32]([OH:37])[CH2:33][CH2:34][C:35]#[CH:36].C(N(CC)CC)C, predict the reaction product. The product is: [Br:1][C:2]1[CH:7]=[CH:6][C:5]([C:8]2[C:12]3[CH:13]=[CH:14][C:15]([C:36]#[C:35][CH2:34][CH2:33][CH2:32][OH:37])=[CH:16][C:11]=3[S:10][N:9]=2)=[CH:4][CH:3]=1.